From a dataset of NCI-60 drug combinations with 297,098 pairs across 59 cell lines. Regression. Given two drug SMILES strings and cell line genomic features, predict the synergy score measuring deviation from expected non-interaction effect. (1) Drug 1: C1CC(C1)(C(=O)O)C(=O)O.[NH2-].[NH2-].[Pt+2]. Drug 2: CC12CCC3C(C1CCC2O)C(CC4=C3C=CC(=C4)O)CCCCCCCCCS(=O)CCCC(C(F)(F)F)(F)F. Cell line: MALME-3M. Synergy scores: CSS=-1.63, Synergy_ZIP=0.229, Synergy_Bliss=2.53, Synergy_Loewe=-1.81, Synergy_HSA=-1.56. (2) Drug 1: CCC1(CC2CC(C3=C(CCN(C2)C1)C4=CC=CC=C4N3)(C5=C(C=C6C(=C5)C78CCN9C7C(C=CC9)(C(C(C8N6C=O)(C(=O)OC)O)OC(=O)C)CC)OC)C(=O)OC)O.OS(=O)(=O)O. Drug 2: C1CN(P(=O)(OC1)NCCCl)CCCl. Cell line: DU-145. Synergy scores: CSS=1.76, Synergy_ZIP=1.66, Synergy_Bliss=0.893, Synergy_Loewe=0.438, Synergy_HSA=-3.25. (3) Drug 1: CC1=C2C(C(=O)C3(C(CC4C(C3C(C(C2(C)C)(CC1OC(=O)C(C(C5=CC=CC=C5)NC(=O)C6=CC=CC=C6)O)O)OC(=O)C7=CC=CC=C7)(CO4)OC(=O)C)O)C)OC(=O)C. Drug 2: CCC1(CC2CC(C3=C(CCN(C2)C1)C4=CC=CC=C4N3)(C5=C(C=C6C(=C5)C78CCN9C7C(C=CC9)(C(C(C8N6C)(C(=O)OC)O)OC(=O)C)CC)OC)C(=O)OC)O.OS(=O)(=O)O. Cell line: SK-OV-3. Synergy scores: CSS=10.9, Synergy_ZIP=-1.41, Synergy_Bliss=1.29, Synergy_Loewe=-4.32, Synergy_HSA=0.271. (4) Drug 1: C1CN1C2=NC(=NC(=N2)N3CC3)N4CC4. Drug 2: CC(CN1CC(=O)NC(=O)C1)N2CC(=O)NC(=O)C2. Cell line: SK-MEL-5. Synergy scores: CSS=53.0, Synergy_ZIP=-0.753, Synergy_Bliss=-0.542, Synergy_Loewe=-6.95, Synergy_HSA=1.41. (5) Drug 1: C1CCC(CC1)NC(=O)N(CCCl)N=O. Drug 2: CCCCC(=O)OCC(=O)C1(CC(C2=C(C1)C(=C3C(=C2O)C(=O)C4=C(C3=O)C=CC=C4OC)O)OC5CC(C(C(O5)C)O)NC(=O)C(F)(F)F)O. Cell line: NCI-H226. Synergy scores: CSS=12.8, Synergy_ZIP=-2.83, Synergy_Bliss=-1.76, Synergy_Loewe=-1.29, Synergy_HSA=-1.71. (6) Drug 1: CC1=CC2C(CCC3(C2CCC3(C(=O)C)OC(=O)C)C)C4(C1=CC(=O)CC4)C. Drug 2: CC12CCC3C(C1CCC2O)C(CC4=C3C=CC(=C4)O)CCCCCCCCCS(=O)CCCC(C(F)(F)F)(F)F. Cell line: HCT116. Synergy scores: CSS=-0.0235, Synergy_ZIP=-2.17, Synergy_Bliss=-3.52, Synergy_Loewe=-4.80, Synergy_HSA=-2.61. (7) Drug 1: C1=NC2=C(N=C(N=C2N1C3C(C(C(O3)CO)O)O)F)N. Drug 2: C1C(C(OC1N2C=NC3=C2NC=NCC3O)CO)O. Cell line: OVCAR-8. Synergy scores: CSS=52.0, Synergy_ZIP=-1.03, Synergy_Bliss=0.404, Synergy_Loewe=-4.47, Synergy_HSA=-0.217. (8) Drug 1: C1CN1P(=S)(N2CC2)N3CC3. Drug 2: CS(=O)(=O)CCNCC1=CC=C(O1)C2=CC3=C(C=C2)N=CN=C3NC4=CC(=C(C=C4)OCC5=CC(=CC=C5)F)Cl. Cell line: COLO 205. Synergy scores: CSS=14.7, Synergy_ZIP=-6.70, Synergy_Bliss=-3.38, Synergy_Loewe=-6.81, Synergy_HSA=-4.49. (9) Drug 1: C1CCC(CC1)NC(=O)N(CCCl)N=O. Drug 2: CC(C)NC(=O)C1=CC=C(C=C1)CNNC.Cl. Cell line: HT29. Synergy scores: CSS=16.4, Synergy_ZIP=-4.10, Synergy_Bliss=3.47, Synergy_Loewe=-4.42, Synergy_HSA=-0.123.